This data is from Forward reaction prediction with 1.9M reactions from USPTO patents (1976-2016). The task is: Predict the product of the given reaction. (1) Given the reactants [C:1]([NH:4][C:5]1[S:6][C:7](/[CH:26]=[CH:27]/[C:28]([O:30][CH2:31][CH3:32])=[O:29])=[C:8]([CH2:10][CH2:11][C:12]2[CH:17]=[CH:16][C:15]([NH:18][C:19]([O:21][C:22]([CH3:25])([CH3:24])[CH3:23])=[O:20])=[CH:14][CH:13]=2)[N:9]=1)(=[O:3])[CH3:2].C(NC1SC(/C=C\C(OCC)=O)=C(CCC2C=CC(NC(OC(C)(C)C)=O)=CC=2)N=1)(=O)C.[H][H], predict the reaction product. The product is: [C:1]([NH:4][C:5]1[S:6][C:7]([CH2:26][CH2:27][C:28]([O:30][CH2:31][CH3:32])=[O:29])=[C:8]([CH2:10][CH2:11][C:12]2[CH:17]=[CH:16][C:15]([NH:18][C:19]([O:21][C:22]([CH3:23])([CH3:25])[CH3:24])=[O:20])=[CH:14][CH:13]=2)[N:9]=1)(=[O:3])[CH3:2]. (2) Given the reactants C([Li])CCC.[C:6]([Si:10]([CH3:38])([CH3:37])[O:11][C@H:12]([C:18]1[CH:23]=[CH:22][C:21]([C:24]2[C@@H:28]([CH2:29][CH2:30][CH2:31][C:32]3[S:33][CH:34]=[CH:35][CH:36]=3)[CH2:27][CH2:26][CH:25]=2)=[CH:20][CH:19]=1)[CH2:13][CH2:14][CH2:15][CH2:16][CH3:17])([CH3:9])([CH3:8])[CH3:7].CN([CH:42]=[O:43])C, predict the reaction product. The product is: [C:6]([Si:10]([CH3:38])([CH3:37])[O:11][C@H:12]([C:18]1[CH:19]=[CH:20][C:21]([C:24]2[C@@H:28]([CH2:29][CH2:30][CH2:31][C:32]3[S:33][C:34]([CH:42]=[O:43])=[CH:35][CH:36]=3)[CH2:27][CH2:26][CH:25]=2)=[CH:22][CH:23]=1)[CH2:13][CH2:14][CH2:15][CH2:16][CH3:17])([CH3:9])([CH3:7])[CH3:8]. (3) Given the reactants [O:1]1[CH2:6][CH2:5][CH:4]([CH2:7][C:8]([CH:10]2[C:15](=O)[CH2:14][CH2:13][O:12][CH2:11]2)=O)[CH2:3][CH2:2]1.[CH3:17][C:18]1[N:19]([C:23]2[CH:28]=[CH:27][C:26]([NH:29][C:30]([NH2:32])=[NH:31])=[CH:25][CH:24]=2)[CH:20]=[CH:21][N:22]=1.C(=O)([O-])[O-].[K+].[K+].C(Cl)Cl, predict the reaction product. The product is: [CH3:17][C:18]1[N:19]([C:23]2[CH:24]=[CH:25][C:26]([NH:29][C:30]3[N:31]=[C:8]([CH2:7][CH:4]4[CH2:5][CH2:6][O:1][CH2:2][CH2:3]4)[C:10]4[CH2:11][O:12][CH2:13][CH2:14][C:15]=4[N:32]=3)=[CH:27][CH:28]=2)[CH:20]=[CH:21][N:22]=1.